Regression. Given a peptide amino acid sequence and an MHC pseudo amino acid sequence, predict their binding affinity value. This is MHC class I binding data. From a dataset of Peptide-MHC class I binding affinity with 185,985 pairs from IEDB/IMGT. (1) The peptide sequence is KSRCGSLGY. The MHC is HLA-B08:01 with pseudo-sequence HLA-B08:01. The binding affinity (normalized) is 0.0847. (2) The peptide sequence is IPYLRNYMVI. The MHC is HLA-B07:02 with pseudo-sequence HLA-B07:02. The binding affinity (normalized) is 0.466. (3) The MHC is HLA-A02:01 with pseudo-sequence HLA-A02:01. The peptide sequence is LVKWPLLNI. The binding affinity (normalized) is 0.156. (4) The peptide sequence is RRLTVCGGIMF. The MHC is HLA-B51:01 with pseudo-sequence HLA-B51:01. The binding affinity (normalized) is 0.213. (5) The peptide sequence is FVKDWMERI. The MHC is HLA-A03:01 with pseudo-sequence HLA-A03:01. The binding affinity (normalized) is 0.0847.